Task: Regression/Classification. Given a drug SMILES string, predict its absorption, distribution, metabolism, or excretion properties. Task type varies by dataset: regression for continuous measurements (e.g., permeability, clearance, half-life) or binary classification for categorical outcomes (e.g., BBB penetration, CYP inhibition). Dataset: pampa_ncats.. Dataset: PAMPA (Parallel Artificial Membrane Permeability Assay) permeability data from NCATS (1) The compound is CCCNC(=O)C1=CC2=C(C=C1)SC3=C(C=CC(=C3C(=N2)C)C)C. The result is 1 (high permeability). (2) The drug is C1CNC2=C1C=CC=C2CNC3=CC=C(C=C3)[S+](=O)(NC4=NC=CS4)[O-]. The result is 1 (high permeability). (3) The result is 0 (low-to-moderate permeability). The molecule is C1=CC=C2C(=C1)C(=NC(=N2)C3=CC=NC=C3)NC4=CC(=C(C=C4)C5=CN=CC=C5)F.